From a dataset of Full USPTO retrosynthesis dataset with 1.9M reactions from patents (1976-2016). Predict the reactants needed to synthesize the given product. (1) Given the product [CH3:1][O:2][C:3]([C:4]1[C:5]([CH3:6])=[N:7][O:10][C:9]=1[C:11]1[S:15][C:14]([Br:16])=[N:13][CH:12]=1)=[O:17], predict the reactants needed to synthesize it. The reactants are: [CH3:1][O:2][C:3](=[O:17])[CH:4]([C:9]([C:11]1[S:15][C:14]([Br:16])=[N:13][CH:12]=1)=[O:10])/[C:5](=[N:7]/C)/[CH3:6].Cl.NO. (2) The reactants are: [NH2:1][C:2]1[N:11]=[C:10]([N:12]2[CH2:16][CH2:15][C@@H:14]([N:17](C)[C:18](=O)OC(C)(C)C)[CH2:13]2)[C:9]2[CH2:8][CH2:7][C:6]3[O:26][CH:27]4[CH2:32][CH2:31][CH2:30][CH2:29][CH:28]4[C:5]=3[C:4]=2[N:3]=1.FC(F)(F)C(O)=O.[OH-].[Na+]. Given the product [CH3:18][NH:17][C@@H:14]1[CH2:15][CH2:16][N:12]([C:10]2[C:9]3[CH2:8][CH2:7][C:6]4[O:26][CH:27]5[CH2:32][CH2:31][CH2:30][CH2:29][CH:28]5[C:5]=4[C:4]=3[N:3]=[C:2]([NH2:1])[N:11]=2)[CH2:13]1, predict the reactants needed to synthesize it. (3) Given the product [C:1]([NH:4][C:5]1[S:6][C:7](/[CH:26]=[CH:27]/[C:28]([O:30][CH2:31][CH3:32])=[O:29])=[C:8]([CH2:10][CH2:11][C:12]2[CH:17]=[CH:16][C:15]([NH2:18])=[CH:14][CH:13]=2)[N:9]=1)(=[O:3])[CH3:2], predict the reactants needed to synthesize it. The reactants are: [C:1]([NH:4][C:5]1[S:6][C:7](/[CH:26]=[CH:27]/[C:28]([O:30][CH2:31][CH3:32])=[O:29])=[C:8]([CH2:10][CH2:11][C:12]2[CH:17]=[CH:16][C:15]([NH:18]C(OC(C)(C)C)=O)=[CH:14][CH:13]=2)[N:9]=1)(=[O:3])[CH3:2].FC(F)(F)C(O)=O.